Dataset: Peptide-MHC class I binding affinity with 185,985 pairs from IEDB/IMGT. Task: Regression. Given a peptide amino acid sequence and an MHC pseudo amino acid sequence, predict their binding affinity value. This is MHC class I binding data. The peptide sequence is SSEQTFMYY. The MHC is HLA-A03:01 with pseudo-sequence HLA-A03:01. The binding affinity (normalized) is 0.147.